Predict the reaction yield, written as a fraction of the theoretical maximum amount of product (1.0 means a 100% yield; for example, 0.34 means a 34% yield). From a dataset of Reaction yield outcomes from USPTO patents with 853,638 reactions. (1) The product is [CH:19]1([C:5]2[C:6]([NH:8][C:9]3[CH:18]=[CH:17][CH:16]=[CH:15][C:10]=3[C:11]([NH:13][CH3:14])=[O:12])=[CH:7][C:2]([NH:29][C:28]3[N:24]([CH2:22][CH3:23])[N:25]=[C:26]([CH3:30])[CH:27]=3)=[N:3][CH:4]=2)[CH2:21][CH2:20]1. The yield is 0.200. The catalyst is C1C=CC(/C=C/C(/C=C/C2C=CC=CC=2)=O)=CC=1.C1C=CC(/C=C/C(/C=C/C2C=CC=CC=2)=O)=CC=1.C1C=CC(/C=C/C(/C=C/C2C=CC=CC=2)=O)=CC=1.[Pd].[Pd].O1CCOCC1. The reactants are Cl[C:2]1[CH:7]=[C:6]([NH:8][C:9]2[CH:18]=[CH:17][CH:16]=[CH:15][C:10]=2[C:11]([NH:13][CH3:14])=[O:12])[C:5]([CH:19]2[CH2:21][CH2:20]2)=[CH:4][N:3]=1.[CH2:22]([N:24]1[C:28]([NH2:29])=[CH:27][C:26]([CH3:30])=[N:25]1)[CH3:23].C([O-])([O-])=O.[Cs+].[Cs+].CC1(C)C2C(=C(P(C3C=CC=CC=3)C3C=CC=CC=3)C=CC=2)OC2C(P(C3C=CC=CC=3)C3C=CC=CC=3)=CC=CC1=2. (2) The reactants are [OH:1][CH:2]1[CH2:5][N:4]([C:6]2[S:7][CH:8]=[C:9]([C:11](=[O:31])[NH:12][C@@H:13]3[CH2:17][CH2:16][N:15]([C:18]([O:20][CH2:21][C:22]4[CH:27]=[CH:26][C:25]([N+:28]([O-:30])=[O:29])=[CH:24][CH:23]=4)=[O:19])[CH2:14]3)[N:10]=2)[CH2:3]1.[CH3:32][S:33](Cl)(=[O:35])=[O:34].C(N(CC)CC)C. The catalyst is C(Cl)Cl. The product is [CH3:32][S:33]([O:1][CH:2]1[CH2:3][N:4]([C:6]2[S:7][CH:8]=[C:9]([C:11](=[O:31])[NH:12][C@@H:13]3[CH2:17][CH2:16][N:15]([C:18]([O:20][CH2:21][C:22]4[CH:27]=[CH:26][C:25]([N+:28]([O-:30])=[O:29])=[CH:24][CH:23]=4)=[O:19])[CH2:14]3)[N:10]=2)[CH2:5]1)(=[O:35])=[O:34]. The yield is 0.970. (3) The reactants are Cl.[F:2][C:3]1[C:4]([C:15]([F:18])([F:17])[F:16])=[C:5]([CH:9]2[CH2:14][CH2:13][NH:12][CH2:11][CH2:10]2)[CH:6]=[CH:7][CH:8]=1.[C:19]([O:23][C:24]([N:26]1[CH2:31][CH2:30][C:29]2[C:32]([C:35](O)=[O:36])=[N:33][NH:34][C:28]=2[CH2:27]1)=[O:25])([CH3:22])([CH3:21])[CH3:20].C(N(C(C)C)CC)(C)C.CCN=C=NCCCN(C)C.C1C=CC2N(O)N=NC=2C=1. The catalyst is CN(C=O)C.O. The product is [F:2][C:3]1[C:4]([C:15]([F:18])([F:16])[F:17])=[C:5]([CH:9]2[CH2:10][CH2:11][N:12]([C:35]([C:32]3[C:29]4[CH2:30][CH2:31][N:26]([C:24]([O:23][C:19]([CH3:22])([CH3:21])[CH3:20])=[O:25])[CH2:27][C:28]=4[NH:34][N:33]=3)=[O:36])[CH2:13][CH2:14]2)[CH:6]=[CH:7][CH:8]=1. The yield is 0.470. (4) The reactants are [Cl:1][C:2]1[CH:3]=[CH:4][C:5](F)=[C:6]([CH:9]=1)[CH:7]=[O:8].[NH:11]1[CH2:16][CH2:15][O:14][CH2:13][CH2:12]1.C(=O)([O-])[O-].[K+].[K+].CS(C)=O. The catalyst is O. The product is [Cl:1][C:2]1[CH:3]=[CH:4][C:5]([N:11]2[CH2:16][CH2:15][O:14][CH2:13][CH2:12]2)=[C:6]([CH:9]=1)[CH:7]=[O:8]. The yield is 0.760. (5) The reactants are Cl[C:2]([O:4][CH3:5])=[O:3].[Cl:6][C:7]1[CH:12]=[CH:11][C:10]([C:13]2[C:17]([C:18]3[CH:23]=[CH:22][N:21]=[CH:20][CH:19]=3)=[C:16]([N:24]3[CH2:29][CH2:28][NH:27][CH2:26][CH2:25]3)[NH:15][N:14]=2)=[CH:9][CH:8]=1. The catalyst is CN(C)C1C=CN=CC=1.N1C=CC=CC=1. The product is [OH2:3].[Cl:6][C:7]1[CH:12]=[CH:11][C:10]([C:13]2[NH:14][N:15]=[C:16]([N:24]3[CH2:29][CH2:28][N:27]([C:2]([O:4][CH3:5])=[O:3])[CH2:26][CH2:25]3)[C:17]=2[C:18]2[CH:23]=[CH:22][N:21]=[CH:20][CH:19]=2)=[CH:9][CH:8]=1. The yield is 0.480. (6) The reactants are FC(F)(F)C(O)=O.C(OC([NH:15][CH2:16][C:17]1[O:21][N:20]=[C:19]([C:22]2[CH:27]=[CH:26][CH:25]=[CH:24][CH:23]=2)[CH:18]=1)=O)(C)(C)C. The catalyst is C(Cl)Cl. The product is [NH2:15][CH2:16][C:17]1[O:21][N:20]=[C:19]([C:22]2[CH:23]=[CH:24][CH:25]=[CH:26][CH:27]=2)[CH:18]=1. The yield is 0.860.